Dataset: Forward reaction prediction with 1.9M reactions from USPTO patents (1976-2016). Task: Predict the product of the given reaction. (1) Given the reactants [CH3:1][C:2]1[O:6][C:5]([C:7]2[CH:12]=[CH:11][CH:10]=[CH:9][CH:8]=2)=[N:4][C:3]=1[CH2:13][CH2:14][O:15][C:16]1[N:21]=[CH:20][C:19]([CH2:22][O:23][C:24]2[CH:29]=[CH:28][CH:27]=[CH:26][C:25]=2[CH2:30][C:31]([O:33]C)=[O:32])=[CH:18][CH:17]=1.O1CCCC1.[OH-].[Na+].Cl, predict the reaction product. The product is: [CH3:1][C:2]1[O:6][C:5]([C:7]2[CH:8]=[CH:9][CH:10]=[CH:11][CH:12]=2)=[N:4][C:3]=1[CH2:13][CH2:14][O:15][C:16]1[N:21]=[CH:20][C:19]([CH2:22][O:23][C:24]2[CH:29]=[CH:28][CH:27]=[CH:26][C:25]=2[CH2:30][C:31]([OH:33])=[O:32])=[CH:18][CH:17]=1. (2) Given the reactants FC(F)(F)[C:3]1C=[C:7](N)[CH:6]=[CH:5][C:4]=1[C:10]1[CH:16]=[CH:15][C:13]([NH2:14])=[CH:12][C:11]=1C(F)(F)F.[CH:23]1[C:28](N)=CC=[C:25](O[C:31]2[CH:32]=[CH:33][C:34]([NH2:37])=[CH:35][CH:36]=2)[CH:24]=1.[OH:38][C:39]1C=C(C2C=CC(N)=C(O)C=2)C=CC=1N.[C:54]1(=[O:59])[O:58][CH2:57][CH2:56][CH2:55]1.[CH2:60]1[CH:65]2[C:66]([O:68][C:69](=[O:70])[CH:64]2[CH2:63][CH:62]2C(O[C:74](=[O:75])[CH:61]12)=O)=[O:67].CN(C)C, predict the reaction product. The product is: [CH3:39][C:6]1([CH3:7])[C:16]2[CH:15]=[C:13]([NH2:14])[CH:12]=[CH:11][C:10]=2[C:4]([C:31]2[CH:36]=[CH:35][C:34]([NH2:37])=[CH:33][CH:32]=2)([CH3:3])[CH2:5]1.[CH:62]1[C:61]([C:74]([C:23]2[CH:24]=[CH:25][C:55]3[C:54]([O:58][C:57](=[O:38])[C:56]=3[CH:28]=2)=[O:59])=[O:75])=[CH:60][C:65]2[C:66]([O:68][C:69](=[O:70])[C:64]=2[CH:63]=1)=[O:67]. (3) Given the reactants Br[C:2]1[CH:3]=[C:4]([CH:7]=[C:8]([Br:11])[C:9]=1[Cl:10])[C:5]#[N:6].[NH2:12][C@@H:13]1[CH2:18][CH2:17][N:16]([C:19]([O:21][CH3:22])=[O:20])[CH2:15][C@H:14]1[OH:23].C1C=CC(P(C2C(C3C(P(C4C=CC=CC=4)C4C=CC=CC=4)=CC=C4C=3C=CC=C4)=C3C(C=CC=C3)=CC=2)C2C=CC=CC=2)=CC=1.C([O-])([O-])=O.[Cs+].[Cs+], predict the reaction product. The product is: [Br:11][C:8]1[C:9]([Cl:10])=[C:2]([NH:12][C@@H:13]2[CH2:18][CH2:17][N:16]([C:19]([O:21][CH3:22])=[O:20])[CH2:15][C@H:14]2[OH:23])[CH:3]=[C:4]([C:5]#[N:6])[CH:7]=1. (4) Given the reactants [F:1][C:2]1[CH:7]=[CH:6][C:5]([C:8]2[C:9]([C:21]3[CH:26]=[CH:25][CH:24]=[C:23]([CH3:27])[N:22]=3)=[N:10][N:11](COCC[Si](C)(C)C)[CH:12]=2)=[CH:4][C:3]=1[C:28]1[S:32][C:31]([S:33]([NH2:36])(=[O:35])=[O:34])=[CH:30][CH:29]=1.Cl.C(=O)(O)[O-].[Na+], predict the reaction product. The product is: [F:1][C:2]1[CH:7]=[CH:6][C:5]([C:8]2[C:9]([C:21]3[CH:26]=[CH:25][CH:24]=[C:23]([CH3:27])[N:22]=3)=[N:10][NH:11][CH:12]=2)=[CH:4][C:3]=1[C:28]1[S:32][C:31]([S:33]([NH2:36])(=[O:34])=[O:35])=[CH:30][CH:29]=1.